Task: Predict the reaction yield, written as a fraction of the theoretical maximum amount of product (1.0 means a 100% yield; for example, 0.34 means a 34% yield).. Dataset: Reaction yield outcomes from USPTO patents with 853,638 reactions (1) The reactants are Cl[C:2]1[N:7]=[C:6]([C:8]2[CH:13]=[CH:12][C:11]([N+:14]([O-:16])=[O:15])=[CH:10][CH:9]=2)[N:5]=[C:4]([N:17]2[CH:22]3[CH2:23][CH2:24][CH:18]2[CH2:19][O:20][CH2:21]3)[N:3]=1.C([Sn](CCCC)(CCCC)[C:30]1[CH2:31][CH2:32][O:33][CH2:34][CH:35]=1)CCC. The catalyst is C1C=CC([P]([Pd]([P](C2C=CC=CC=2)(C2C=CC=CC=2)C2C=CC=CC=2)([P](C2C=CC=CC=2)(C2C=CC=CC=2)C2C=CC=CC=2)[P](C2C=CC=CC=2)(C2C=CC=CC=2)C2C=CC=CC=2)(C2C=CC=CC=2)C2C=CC=CC=2)=CC=1.C1(C)C=CC=CC=1. The product is [O:33]1[CH2:32][CH:31]=[C:30]([C:2]2[N:7]=[C:6]([C:8]3[CH:13]=[CH:12][C:11]([N+:14]([O-:16])=[O:15])=[CH:10][CH:9]=3)[N:5]=[C:4]([N:17]3[CH:22]4[CH2:23][CH2:24][CH:18]3[CH2:19][O:20][CH2:21]4)[N:3]=2)[CH2:35][CH2:34]1. The yield is 0.860. (2) The reactants are [C:1]([C:3]1[CH:8]=[CH:7][C:6]([NH:9][C:10]([CH:12]2[NH:16][CH:15]([CH2:17][C:18]([CH3:21])([CH3:20])[CH3:19])[C:14]3([C:29]4[C:24](=[CH:25][C:26]([Br:30])=[CH:27][CH:28]=4)[NH:23][C:22]3=[O:31])[CH:13]2[C:32]2[CH:37]=[CH:36][CH:35]=[C:34]([Cl:38])[C:33]=2[F:39])=[O:11])=[C:5]([O:40][CH3:41])[CH:4]=1)#[N:2].[OH:42]O.[OH-].[Na+]. The catalyst is CS(C)=O. The product is [C:1]([C:3]1[CH:8]=[CH:7][C:6]([NH:9][C:10]([CH:12]2[NH:16][CH:15]([CH2:17][C:18]([CH3:21])([CH3:20])[CH3:19])[C:14]3([C:29]4[C:24](=[CH:25][C:26]([Br:30])=[CH:27][CH:28]=4)[NH:23][C:22]3=[O:31])[CH:13]2[C:32]2[CH:37]=[CH:36][CH:35]=[C:34]([Cl:38])[C:33]=2[F:39])=[O:11])=[C:5]([O:40][CH3:41])[CH:4]=1)(=[O:42])[NH2:2]. The yield is 0.830.